This data is from Peptide-MHC class I binding affinity with 185,985 pairs from IEDB/IMGT. The task is: Regression. Given a peptide amino acid sequence and an MHC pseudo amino acid sequence, predict their binding affinity value. This is MHC class I binding data. (1) The binding affinity (normalized) is 0.196. The MHC is HLA-A11:01 with pseudo-sequence HLA-A11:01. The peptide sequence is LFSKNILKY. (2) The peptide sequence is IQKNPDGSW. The MHC is HLA-A26:03 with pseudo-sequence HLA-A26:03. The binding affinity (normalized) is 0.0847. (3) The MHC is HLA-B15:01 with pseudo-sequence HLA-B15:01. The binding affinity (normalized) is 0.323. The peptide sequence is ILNRKAIDF. (4) The peptide sequence is HSGFIYFGK. The MHC is HLA-A02:03 with pseudo-sequence HLA-A02:03. The binding affinity (normalized) is 0.0847. (5) The peptide sequence is IMLNGIMYRL. The MHC is HLA-A02:01 with pseudo-sequence HLA-A02:01. The binding affinity (normalized) is 0.760. (6) The peptide sequence is ITMSAEVAELY. The MHC is Mamu-A01 with pseudo-sequence Mamu-A01. The binding affinity (normalized) is 0.166. (7) The peptide sequence is IVAQGIAAL. The MHC is HLA-B08:01 with pseudo-sequence HLA-B08:01. The binding affinity (normalized) is 0.0847. (8) The peptide sequence is LHCYLYNNYF. The MHC is Mamu-B17 with pseudo-sequence Mamu-B17. The binding affinity (normalized) is 0.690. (9) The peptide sequence is ASDRISGIL. The MHC is HLA-B08:01 with pseudo-sequence HLA-B08:01. The binding affinity (normalized) is 0.0847.